This data is from Reaction yield outcomes from USPTO patents with 853,638 reactions. The task is: Predict the reaction yield, written as a fraction of the theoretical maximum amount of product (1.0 means a 100% yield; for example, 0.34 means a 34% yield). (1) The reactants are [NH:1]([CH2:5][CH2:6][OH:7])[CH2:2][CH2:3][OH:4].[Cl:8][C:9]1[S:13][C:12]([S:14](Cl)(=[O:16])=[O:15])=[CH:11][CH:10]=1.C(N(CC)CC)C. The catalyst is C1COCC1. The product is [OH:4][CH2:3][CH2:2][N:1]([CH2:5][CH2:6][OH:7])[S:14]([C:12]1[S:13][C:9]([Cl:8])=[CH:10][CH:11]=1)(=[O:16])=[O:15]. The yield is 0.880. (2) The reactants are [CH3:1][C:2]1[CH:11]=[CH:10][CH:9]=[C:8]2[C:3]=1[C:4](=[O:26])[N:5]([CH:23]1[CH2:25][CH2:24]1)[C:6]([C@@H:12]([NH:15]C(=O)OC(C)(C)C)[CH2:13][CH3:14])=[N:7]2.Cl.C([O-])(O)=O.[Na+]. The catalyst is CCOCC.C([O-])(=O)C.C(OCC)(=O)C.O. The product is [NH2:15][C@H:12]([C:6]1[N:5]([CH:23]2[CH2:25][CH2:24]2)[C:4](=[O:26])[C:3]2[C:8](=[CH:9][CH:10]=[CH:11][C:2]=2[CH3:1])[N:7]=1)[CH2:13][CH3:14]. The yield is 1.00.